Task: Predict the reaction yield, written as a fraction of the theoretical maximum amount of product (1.0 means a 100% yield; for example, 0.34 means a 34% yield).. Dataset: Reaction yield outcomes from USPTO patents with 853,638 reactions (1) The reactants are [NH:1]1[CH2:6][CH2:5][CH2:4][CH:3]([CH2:7][OH:8])[CH2:2]1.Br[CH2:10][C:11]#[N:12]. The catalyst is C1COCC1. The product is [OH:8][CH2:7][CH:3]1[CH2:4][CH2:5][CH2:6][N:1]([CH2:10][C:11]#[N:12])[CH2:2]1. The yield is 0.920. (2) The reactants are [CH3:1][O:2][C:3](=[O:12])[CH2:4][C:5]1[S:6][CH:7]=[C:8]([CH2:10]Cl)[CH:9]=1.[C-:13]#[N:14].[K+]. The catalyst is CN(C=O)C. The product is [CH3:1][O:2][C:3](=[O:12])[CH2:4][C:5]1[S:6][CH:7]=[C:8]([CH2:10][C:13]#[N:14])[CH:9]=1. The yield is 0.780. (3) The reactants are [NH2:1][C:2]1[C:3]([C:7]2[N:8]([C:16]3[CH:17]=[C:18]([CH:21]=[CH:22][CH:23]=3)[CH:19]=O)[C:9]3[CH:14]=[CH:13][N:12]=[CH:11][C:10]=3[N:15]=2)=[N:4][O:5][N:6]=1.[NH:24]1[CH2:28][CH2:27][CH2:26][CH2:25]1.C(O[BH-](OC(=O)C)OC(=O)C)(=O)C.[Na+]. The catalyst is ClCCCl.CO. The product is [N:24]1([CH2:19][C:18]2[CH:17]=[C:16]([N:8]3[C:9]4[CH:14]=[CH:13][N:12]=[CH:11][C:10]=4[N:15]=[C:7]3[C:3]3[C:2]([NH2:1])=[N:6][O:5][N:4]=3)[CH:23]=[CH:22][CH:21]=2)[CH2:28][CH2:27][CH2:26][CH2:25]1. The yield is 0.340. (4) The reactants are Br[C:2]1[N:3]([CH2:9][O:10][CH2:11][CH2:12][Si:13]([CH3:16])([CH3:15])[CH3:14])[CH:4]=[C:5]([C:7]#[N:8])[N:6]=1.C([Mg]Cl)(C)C.Cl[C:23]([O:25][CH2:26][CH3:27])=[O:24].C(=O)=O.CC(C)=O. The catalyst is ClCCl.CCOC(C)=O.CCCCCCC.O1CCCC1. The product is [CH2:26]([O:25][C:23]([C:2]1[N:3]([CH2:9][O:10][CH2:11][CH2:12][Si:13]([CH3:16])([CH3:15])[CH3:14])[CH:4]=[C:5]([C:7]#[N:8])[N:6]=1)=[O:24])[CH3:27]. The yield is 0.370. (5) The reactants are [I:1][C:2]1[CH:10]=[CH:9][C:5]([C:6]([OH:8])=[O:7])=[C:4]([Br:11])[CH:3]=1.S(=O)(=O)(O)O.[CH2:17](O)[CH3:18]. No catalyst specified. The product is [Br:11][C:4]1[CH:3]=[C:2]([I:1])[CH:10]=[CH:9][C:5]=1[C:6]([O:8][CH2:17][CH3:18])=[O:7]. The yield is 0.920. (6) The reactants are [CH2:1](Br)[C:2]([C:4]1[CH:9]=[CH:8][CH:7]=[CH:6][CH:5]=1)=[O:3].[CH:11]1[C:20]2[C:15](=[CH:16][CH:17]=[CH:18][CH:19]=2)[CH2:14][CH2:13][C:12]=1N1CCCC1.[OH2:26]. The catalyst is C1(C)C=CC=CC=1. The product is [O:3]=[C:2]([C:4]1[CH:9]=[CH:8][CH:7]=[CH:6][CH:5]=1)[CH2:1][CH:11]1[C:20]2[C:15](=[CH:16][CH:17]=[CH:18][CH:19]=2)[CH2:14][CH2:13][C:12]1=[O:26]. The yield is 0.700. (7) The reactants are [CH3:1][O:2][C:3]1[CH:19]=[CH:18][C:17]([O:20][CH3:21])=[CH:16][C:4]=1[CH:5]=[C:6]1[C:14]2[C:9](=[CH:10][CH:11]=[CH:12][CH:13]=2)[NH:8][C:7]1=[O:15].[H-].[Na+].[C:24](OC(=O)C)(=[O:26])[CH3:25]. The catalyst is CN(C=O)C. The product is [C:24]([N:8]1[C:9]2[C:14](=[CH:13][CH:12]=[CH:11][CH:10]=2)[C:6](=[CH:5][C:4]2[CH:16]=[C:17]([O:20][CH3:21])[CH:18]=[CH:19][C:3]=2[O:2][CH3:1])[C:7]1=[O:15])(=[O:26])[CH3:25]. The yield is 0.920. (8) The reactants are [Cl:1][C:2]1[CH:7]=[CH:6][C:5]([C@@:8]2(O)[CH2:13][CH2:12][N:11]([C:14](=[O:27])[C@H:15]([NH:19][C:20]([CH:22]3[CH2:26][CH2:25][CH2:24][CH2:23]3)=[O:21])[CH:16]([CH3:18])[CH3:17])[CH2:10][C:9]2([CH3:29])[CH3:28])=[CH:4][CH:3]=1.CCN(S(F)(F)[F:37])CC. The catalyst is C(Cl)Cl. The product is [Cl:1][C:2]1[CH:7]=[CH:6][C:5]([C@@:8]2([F:37])[CH2:13][CH2:12][N:11]([C:14](=[O:27])[C@H:15]([NH:19][C:20]([CH:22]3[CH2:26][CH2:25][CH2:24][CH2:23]3)=[O:21])[CH:16]([CH3:18])[CH3:17])[CH2:10][C:9]2([CH3:29])[CH3:28])=[CH:4][CH:3]=1. The yield is 0.510.